Dataset: Catalyst prediction with 721,799 reactions and 888 catalyst types from USPTO. Task: Predict which catalyst facilitates the given reaction. (1) Reactant: Br[C:2]1[CH:3]=[C:4]2[C:9](=[CH:10][CH:11]=1)[NH:8][C:7](=[O:12])[CH2:6][CH2:5]2.[BH3:13].[OH:14][C:15]([C:18]([OH:21])([CH3:20])[CH3:19])([CH3:17])[CH3:16].ClCCl.C(N(CC)CC)C. Product: [CH3:16][C:15]1([CH3:17])[C:18]([CH3:20])([CH3:19])[O:21][B:13]([C:2]2[CH:3]=[C:4]3[C:9](=[CH:10][CH:11]=2)[NH:8][C:7](=[O:12])[CH2:6][CH2:5]3)[O:14]1. The catalyst class is: 753. (2) Reactant: Br[C:2]1[CH:7]=[CH:6][CH:5]=[CH:4][C:3]=1[CH2:8][C:9]#[N:10].[CH:11]1(B(O)O)[CH2:13][CH2:12]1.P([O-])([O-])([O-])=O.[K+].[K+].[K+].C1(P(C2CCCCC2)C2CCCCC2)CCCCC1. Product: [CH:11]1([C:2]2[CH:7]=[CH:6][CH:5]=[CH:4][C:3]=2[CH2:8][C:9]#[N:10])[CH2:13][CH2:12]1. The catalyst class is: 493. (3) Reactant: [F:1][C:2]1[CH:10]=[CH:9][CH:8]=[C:7]2[C:3]=1[CH:4]=[C:5]([C:12]([N:14]1[CH2:18][CH:17]=[C:16]([C:19]3[C:20]([N:39]([CH3:44])[S:40]([CH3:43])(=[O:42])=[O:41])=[CH:21][C:22]4[O:26][C:25]([C:27]5[CH:32]=[CH:31][C:30]([F:33])=[CH:29][CH:28]=5)=[C:24]([C:34]([NH:36][CH3:37])=[O:35])[C:23]=4[CH:38]=3)[CH2:15]1)=[O:13])[N:6]2[CH3:11]. Product: [F:1][C:2]1[CH:10]=[CH:9][CH:8]=[C:7]2[C:3]=1[CH:4]=[C:5]([C:12]([N:14]1[CH2:18][CH2:17][CH:16]([C:19]3[C:20]([N:39]([CH3:44])[S:40]([CH3:43])(=[O:41])=[O:42])=[CH:21][C:22]4[O:26][C:25]([C:27]5[CH:28]=[CH:29][C:30]([F:33])=[CH:31][CH:32]=5)=[C:24]([C:34]([NH:36][CH3:37])=[O:35])[C:23]=4[CH:38]=3)[CH2:15]1)=[O:13])[N:6]2[CH3:11]. The catalyst class is: 50. (4) Reactant: O=[C:2]([C:6]1[CH:11]=[CH:10][C:9]([CH3:12])=[CH:8][CH:7]=1)[CH2:3][C:4]#[N:5].C(N(CC)CC)C.Cl.[C:21]([NH:25][NH2:26])([CH3:24])([CH3:23])[CH3:22]. Product: [C:21]([N:25]1[C:4]([NH2:5])=[CH:3][C:2]([C:6]2[CH:7]=[CH:8][C:9]([CH3:12])=[CH:10][CH:11]=2)=[N:26]1)([CH3:24])([CH3:23])[CH3:22]. The catalyst class is: 32. (5) Reactant: Cl[CH2:2][C:3]([NH:5][CH2:6][C:7]1([CH3:31])[CH2:16][C:15]2[C:10](=[C:11]3[CH2:22][C:21]([CH3:24])([CH3:23])[O:20][C:12]3=[C:13]([O:17][CH2:18][CH3:19])[CH:14]=2)[C:9]([C:25]2[CH:30]=[CH:29][CH:28]=[CH:27][CH:26]=2)=[N:8]1)=[O:4].[H-].[Na+].[NH:34]1[CH:38]=[CH:37][N:36]=[CH:35]1.O. Product: [CH2:18]([O:17][C:13]1[CH:14]=[C:15]2[C:10](=[C:11]3[CH2:22][C:21]([CH3:24])([CH3:23])[O:20][C:12]=13)[C:9]([C:25]1[CH:30]=[CH:29][CH:28]=[CH:27][CH:26]=1)=[N:8][C:7]([CH2:6][NH:5][C:3](=[O:4])[CH2:2][N:34]1[CH:38]=[CH:37][N:36]=[CH:35]1)([CH3:31])[CH2:16]2)[CH3:19]. The catalyst class is: 9. (6) Reactant: [Br:1][C:2]1[C:9]([O:10][CH3:11])=[CH:8][C:7]([O:12][CH3:13])=[CH:6][C:3]=1[CH:4]=O.[ClH:14].CO.C(O[CH:20](OCC)[CH2:21][NH:22][CH2:23][C:24]1[CH:29]=[CH:28][CH:27]=[C:26]([O:30][CH2:31][CH3:32])[C:25]=1[OH:33])C. Product: [ClH:14].[Br:1][C:2]1[C:9]([O:10][CH3:11])=[CH:8][C:7]([O:12][CH3:13])=[CH:6][C:3]=1[CH2:4][C:20]1[C:29]2[C:24](=[C:25]([OH:33])[C:26]([O:30][CH2:31][CH3:32])=[CH:27][CH:28]=2)[CH:23]=[N:22][CH:21]=1. The catalyst class is: 14. (7) The catalyst class is: 692. Reactant: [CH3:1][C:2]1[CH:20]=[CH:19][CH:18]=[C:17]([CH3:21])[C:3]=1[CH2:4][O:5][C:6]1[CH:7]=[C:8]([C:12]2([CH:15]=[O:16])[CH2:14][CH2:13]2)[CH:9]=[CH:10][CH:11]=1.CC(C)=[O:24].OS(O)(=O)=O.O=[Cr](=O)=O. Product: [CH3:1][C:2]1[CH:20]=[CH:19][CH:18]=[C:17]([CH3:21])[C:3]=1[CH2:4][O:5][C:6]1[CH:7]=[C:8]([C:12]2([C:15]([OH:24])=[O:16])[CH2:14][CH2:13]2)[CH:9]=[CH:10][CH:11]=1. (8) Reactant: [C:1]([NH:8][C@H](C(O)=O)CC1CCCCC1)([O:3][C:4]([CH3:7])([CH3:6])[CH3:5])=[O:2].C(N([CH2:25][CH3:26])CC)C.ClC(O[CH2:31][CH:32]([CH3:34])C)=O.[NH3:35].[CH2:36]1[CH2:40][O:39][CH2:38][CH2:37]1. Product: [C:1]([NH:8][C:40](=[O:39])[C@H:36]([CH2:37][CH:38]1[CH2:26][CH2:25][CH2:34][CH2:32][CH2:31]1)[NH2:35])([O:3][C:4]([CH3:5])([CH3:6])[CH3:7])=[O:2]. The catalyst class is: 5. (9) Reactant: [CH2:1]([O:8][C@H:9]([CH3:40])[C@H:10]([NH:20]C(C1C=CC=CC=1)(C1C=CC=CC=1)C1C=CC=CC=1)[CH2:11][O:12][Si:13]([C:16]([CH3:19])([CH3:18])[CH3:17])([CH3:15])[CH3:14])[C:2]1[CH:7]=[CH:6][CH:5]=[CH:4][CH:3]=1.B(F)(F)F.CCOCC.[OH-].[Na+]. Product: [CH2:1]([O:8][C@H:9]([CH3:40])[C@H:10]([NH2:20])[CH2:11][O:12][Si:13]([C:16]([CH3:18])([CH3:17])[CH3:19])([CH3:15])[CH3:14])[C:2]1[CH:7]=[CH:6][CH:5]=[CH:4][CH:3]=1. The catalyst class is: 322. (10) Reactant: [CH2:1]([NH2:5])[CH:2]([CH3:4])[CH3:3].[CH3:6][O:7][C:8](=[O:21])[C:9]1[CH:14]=[CH:13][C:12]([C:15](Cl)=[O:16])=[C:11]([N+:18]([O-:20])=[O:19])[CH:10]=1. Product: [CH3:6][O:7][C:8](=[O:21])[C:9]1[CH:14]=[CH:13][C:12]([C:15]([NH:5][CH2:1][CH:2]([CH3:4])[CH3:3])=[O:16])=[C:11]([N+:18]([O-:20])=[O:19])[CH:10]=1. The catalyst class is: 4.